From a dataset of Forward reaction prediction with 1.9M reactions from USPTO patents (1976-2016). Predict the product of the given reaction. (1) Given the reactants [CH2:1]([O:3][C:4]1[CH:11]=[CH:10][C:7]([CH:8]=O)=[CH:6][CH:5]=1)[CH3:2].[CH2:12]([NH2:18])[C:13]1[O:17][CH:16]=[CH:15][CH:14]=1.COC(OC)OC.[BH4-].[Na+], predict the reaction product. The product is: [CH2:1]([O:3][C:4]1[CH:11]=[CH:10][C:7]([CH2:8][NH:18][CH2:12][C:13]2[O:17][CH:16]=[CH:15][CH:14]=2)=[CH:6][CH:5]=1)[CH3:2]. (2) Given the reactants [C:1]([OH:9])(=[O:8])C1C=CC=CC=1.Br[C:11]1[CH:12]=[CH:13][C:14]([C:25]([CH3:28])([CH3:27])[CH3:26])=[C:15]([O:17][C:18]2[CH:23]=[CH:22][C:21]([CH3:24])=[CH:20][CH:19]=2)[CH:16]=1, predict the reaction product. The product is: [C:25]([C:14]1[CH:13]=[CH:12][C:11]([C:1]([OH:9])=[O:8])=[CH:16][C:15]=1[O:17][C:18]1[CH:23]=[CH:22][C:21]([CH3:24])=[CH:20][CH:19]=1)([CH3:28])([CH3:27])[CH3:26]. (3) The product is: [CH3:17][N:18]1[CH2:19][CH2:20][C@H:1]([O:2][C:3](=[O:16])[C:4]([OH:15])([C:5]2[S:6][CH:7]=[CH:8][CH:9]=2)[C:10]2[S:11][CH:12]=[CH:13][CH:14]=2)[CH2:22]1. Given the reactants [CH3:1][O:2][C:3](=[O:16])[C:4]([OH:15])([C:10]1[S:11][CH:12]=[CH:13][CH:14]=1)[C:5]1[S:6][CH:7]=[CH:8][CH:9]=1.[CH3:17][N:18]1[CH2:22]C[C@H:20](O)[CH2:19]1, predict the reaction product. (4) Given the reactants [ClH:1].C([N:5]1[CH2:14][CH2:13][C:12]2[C:7](=[CH:8][C:9]([C:15](=[O:31])[CH2:16][CH2:17][CH2:18][CH2:19][N:20]([CH2:22][CH2:23][C:24]3[CH:29]=[CH:28][CH:27]=[CH:26][C:25]=3[Cl:30])[CH3:21])=[CH:10][CH:11]=2)[CH2:6]1)(=O)C, predict the reaction product. The product is: [ClH:30].[ClH:1].[Cl:30][C:25]1[CH:26]=[CH:27][CH:28]=[CH:29][C:24]=1[CH2:23][CH2:22][N:20]([CH3:21])[CH2:19][CH2:18][CH2:17][CH2:16][C:15]([C:9]1[CH:8]=[C:7]2[C:12]([CH2:13][CH2:14][NH:5][CH2:6]2)=[CH:11][CH:10]=1)=[O:31]. (5) Given the reactants [NH2:1][CH2:2][CH2:3][CH2:4][CH2:5][OH:6].[Si:7](Cl)([C:10]([CH3:13])([CH3:12])[CH3:11])([CH3:9])[CH3:8].N1C=CN=C1, predict the reaction product. The product is: [Si:7]([O:6][CH2:5][CH2:4][CH2:3][CH2:2][NH2:1])([C:10]([CH3:13])([CH3:12])[CH3:11])([CH3:9])[CH3:8]. (6) Given the reactants B(C1CCCCC1)C1CCCCC1.[CH3:14][C:15]([CH3:19])([CH3:18])[C:16]#[CH:17].[Zn](CC)CC.[F:25][C:26]1[CH:33]=[CH:32][C:29]([CH:30]=[O:31])=[CH:28][CH:27]=1, predict the reaction product. The product is: [F:25][C:26]1[CH:33]=[CH:32][C:29]([C@@H:30]([OH:31])[CH:17]=[CH:16][C:15]([CH3:19])([CH3:18])[CH3:14])=[CH:28][CH:27]=1. (7) Given the reactants [F:1][C:2]1[CH:3]=[C:4]([C:8]2[C:17]3[C:12](=[CH:13][CH:14]=[C:15]([O:18][CH3:19])[CH:16]=3)[NH:11][C:10](=O)[C:9]=2[C:21]#[N:22])[CH:5]=[CH:6][CH:7]=1.O=P(Cl)(Cl)[Cl:25], predict the reaction product. The product is: [Cl:25][C:10]1[C:9]([C:21]#[N:22])=[C:8]([C:4]2[CH:5]=[CH:6][CH:7]=[C:2]([F:1])[CH:3]=2)[C:17]2[C:12](=[CH:13][CH:14]=[C:15]([O:18][CH3:19])[CH:16]=2)[N:11]=1. (8) Given the reactants [F:1][C:2]1[CH:3]=[C:4]([OH:9])[CH:5]=[C:6]([F:8])[CH:7]=1.C1(=O)O[CH2:13][CH2:12][O:11]1.[H-].[Na+], predict the reaction product. The product is: [F:1][C:2]1[CH:3]=[C:4]([CH:5]=[C:6]([F:8])[CH:7]=1)[O:9][CH2:13][CH2:12][OH:11].